Dataset: Full USPTO retrosynthesis dataset with 1.9M reactions from patents (1976-2016). Task: Predict the reactants needed to synthesize the given product. (1) Given the product [CH3:19][C:18]1[S:30][C:1]([C:2]2[CH:7]=[CH:6][CH:5]=[CH:4][CH:3]=2)=[N:9][C:10]=1[C:11]([O:13][C:14]([CH3:17])([CH3:16])[CH3:15])=[O:12], predict the reactants needed to synthesize it. The reactants are: [C:1]([NH:9][CH:10]([C:18](=O)[CH3:19])[C:11]([O:13][C:14]([CH3:17])([CH3:16])[CH3:15])=[O:12])(=O)[C:2]1[CH:7]=[CH:6][CH:5]=[CH:4][CH:3]=1.COC1C=CC(P2(=S)SP(=S)(C3C=CC(OC)=CC=3)[S:30]2)=CC=1. (2) Given the product [CH:12](=[O:28])[CH2:13][CH2:14][CH2:15][CH2:16][CH2:17][CH2:18][CH2:19][CH2:20][CH2:21]/[CH:22]=[CH:23]\[CH2:24][CH2:25][CH2:26][CH3:27], predict the reactants needed to synthesize it. The reactants are: [Cr](Cl)([O-])(=O)=O.[NH+]1C=CC=CC=1.[CH2:12]([OH:28])[CH2:13][CH2:14][CH2:15][CH2:16][CH2:17][CH2:18][CH2:19][CH2:20][CH2:21]/[CH:22]=[CH:23]\[CH2:24][CH2:25][CH2:26][CH3:27]. (3) Given the product [CH3:45][S:46]([O:1][CH2:2][CH2:3][CH2:4][N:5]([C:22]1[CH:27]=[CH:26][C:25]([NH:28][C:29]([NH:31][C:32]2[CH:33]=[CH:34][CH:35]=[CH:36][CH:37]=2)=[O:30])=[CH:24][CH:23]=1)[S:6]([C:9]1[CH:10]=[C:11]([C:15]2[CH:20]=[CH:19][C:18]([F:21])=[CH:17][CH:16]=2)[CH:12]=[CH:13][CH:14]=1)(=[O:8])=[O:7])(=[O:48])=[O:47], predict the reactants needed to synthesize it. The reactants are: [OH:1][CH2:2][CH2:3][CH2:4][N:5]([C:22]1[CH:27]=[CH:26][C:25]([NH:28][C:29]([NH:31][C:32]2[CH:37]=[CH:36][CH:35]=[CH:34][CH:33]=2)=[O:30])=[CH:24][CH:23]=1)[S:6]([C:9]1[CH:10]=[C:11]([C:15]2[CH:20]=[CH:19][C:18]([F:21])=[CH:17][CH:16]=2)[CH:12]=[CH:13][CH:14]=1)(=[O:8])=[O:7].C(N(CC)CC)C.[CH3:45][S:46](Cl)(=[O:48])=[O:47].O.